This data is from Reaction yield outcomes from USPTO patents with 853,638 reactions. The task is: Predict the reaction yield, written as a fraction of the theoretical maximum amount of product (1.0 means a 100% yield; for example, 0.34 means a 34% yield). (1) The reactants are [Br:1][C:2]1[CH:3]=[C:4]([CH2:8][C:9]([OH:11])=[O:10])[CH:5]=[CH:6][CH:7]=1.[CH:12](OC)(OC)OC. The catalyst is CO.C1(C)C=CC=CC=1. The product is [CH3:12][O:10][C:9](=[O:11])[CH2:8][C:4]1[CH:5]=[CH:6][CH:7]=[C:2]([Br:1])[CH:3]=1. The yield is 1.00. (2) The reactants are [CH3:1][O:2][C:3]1[CH:4]=[C:5]([CH:9]=[CH:10][C:11]=1[O:12][CH3:13])[C:6]([OH:8])=O.CN(C(ON1N=NC2C=CC=NC1=2)=[N+](C)C)C.F[P-](F)(F)(F)(F)F.CCN(C(C)C)C(C)C.[NH2:47][CH2:48][CH:49]([C:51]1[CH:56]=[CH:55][N:54]=[C:53]([C:57]2[C:58]3[CH:65]=[CH:64][CH:63]=[C:62]([F:66])[C:59]=3[S:60][CH:61]=2)[N:52]=1)[OH:50].C([O-])(O)=O.[Na+]. The catalyst is CN(C=O)C. The product is [F:66][C:62]1[C:59]2[S:60][CH:61]=[C:57]([C:53]3[N:52]=[C:51]([CH:49]([OH:50])[CH2:48][NH:47][C:6](=[O:8])[C:5]4[CH:9]=[CH:10][C:11]([O:12][CH3:13])=[C:3]([O:2][CH3:1])[CH:4]=4)[CH:56]=[CH:55][N:54]=3)[C:58]=2[CH:65]=[CH:64][CH:63]=1. The yield is 0.510.